Dataset: Catalyst prediction with 721,799 reactions and 888 catalyst types from USPTO. Task: Predict which catalyst facilitates the given reaction. Reactant: Cl[CH2:2][C:3]1[NH:7][C:6]2[CH:8]=[C:9]([N+:16]([O-:18])=[O:17])[CH:10]=[C:11]([C:12]([O:14][CH3:15])=[O:13])[C:5]=2[N:4]=1.[C:19]([O-:22])(=[O:21])[CH3:20].[Na+]. Product: [C:19]([O:22][CH2:2][C:3]1[NH:7][C:6]2[CH:8]=[C:9]([N+:16]([O-:18])=[O:17])[CH:10]=[C:11]([C:12]([O:14][CH3:15])=[O:13])[C:5]=2[N:4]=1)(=[O:21])[CH3:20]. The catalyst class is: 3.